Dataset: Catalyst prediction with 721,799 reactions and 888 catalyst types from USPTO. Task: Predict which catalyst facilitates the given reaction. (1) Reactant: [F:1][C:2]1[CH:3]=[C:4]([C@@H:12]([C@@H:32]2[CH2:36][CH2:35][CH2:34][N:33]2C(OC(C)(C)C)=O)[C:13]([N:15]2[CH2:20][CH2:19][N:18]([C:21]3[C:22]4[C@H:29]([CH3:30])[CH2:28][C@@H:27]([OH:31])[C:23]=4[N:24]=[CH:25][N:26]=3)[CH2:17][CH2:16]2)=[O:14])[CH:5]=[CH:6][C:7]=1[C:8]([F:11])([F:10])[F:9].CO.Cl.O1CCOCC1. Product: [F:1][C:2]1[CH:3]=[C:4]([C@@H:12]([C@@H:32]2[CH2:36][CH2:35][CH2:34][NH:33]2)[C:13]([N:15]2[CH2:16][CH2:17][N:18]([C:21]3[C:22]4[C@H:29]([CH3:30])[CH2:28][C@@H:27]([OH:31])[C:23]=4[N:24]=[CH:25][N:26]=3)[CH2:19][CH2:20]2)=[O:14])[CH:5]=[CH:6][C:7]=1[C:8]([F:10])([F:9])[F:11]. The catalyst class is: 4. (2) Reactant: [CH3:1][N:2]1[CH2:7][CH2:6][N:5]([C:8]2[CH:36]=[CH:35][C:11]([CH2:12][NH:13][C:14]([C:16]3[C:20]([C:21]4[CH:26]=[CH:25][CH:24]=[C:23]([O:27]CC5C=CC=CC=5)[CH:22]=4)=[CH:19][NH:18][N:17]=3)=[O:15])=[CH:10][CH:9]=2)[CH2:4][CH2:3]1. Product: [CH3:1][N:2]1[CH2:7][CH2:6][N:5]([C:8]2[CH:9]=[CH:10][C:11]([CH2:12][NH:13][C:14]([C:16]3[C:20]([C:21]4[CH:26]=[CH:25][CH:24]=[C:23]([OH:27])[CH:22]=4)=[CH:19][NH:18][N:17]=3)=[O:15])=[CH:35][CH:36]=2)[CH2:4][CH2:3]1. The catalyst class is: 19.